From a dataset of NCI-60 drug combinations with 297,098 pairs across 59 cell lines. Regression. Given two drug SMILES strings and cell line genomic features, predict the synergy score measuring deviation from expected non-interaction effect. (1) Drug 1: C1=NC2=C(N1)C(=S)N=C(N2)N. Drug 2: C1=CC=C(C(=C1)C(C2=CC=C(C=C2)Cl)C(Cl)Cl)Cl. Cell line: SR. Synergy scores: CSS=41.7, Synergy_ZIP=-1.92, Synergy_Bliss=-2.66, Synergy_Loewe=-32.3, Synergy_HSA=-2.43. (2) Drug 1: CN(C)N=NC1=C(NC=N1)C(=O)N. Drug 2: C1CC(C1)(C(=O)O)C(=O)O.[NH2-].[NH2-].[Pt+2]. Cell line: SF-268. Synergy scores: CSS=19.8, Synergy_ZIP=1.53, Synergy_Bliss=4.26, Synergy_Loewe=-21.8, Synergy_HSA=0.163. (3) Drug 1: C1C(C(OC1N2C=NC(=NC2=O)N)CO)O. Drug 2: CC1C(C(CC(O1)OC2CC(CC3=C2C(=C4C(=C3O)C(=O)C5=C(C4=O)C(=CC=C5)OC)O)(C(=O)CO)O)N)O.Cl. Cell line: SK-MEL-2. Synergy scores: CSS=49.5, Synergy_ZIP=-2.25, Synergy_Bliss=-3.57, Synergy_Loewe=-21.3, Synergy_HSA=-3.09. (4) Drug 1: CC1=CC=C(C=C1)C2=CC(=NN2C3=CC=C(C=C3)S(=O)(=O)N)C(F)(F)F. Drug 2: CCCCC(=O)OCC(=O)C1(CC(C2=C(C1)C(=C3C(=C2O)C(=O)C4=C(C3=O)C=CC=C4OC)O)OC5CC(C(C(O5)C)O)NC(=O)C(F)(F)F)O. Cell line: SW-620. Synergy scores: CSS=44.5, Synergy_ZIP=1.27, Synergy_Bliss=-0.715, Synergy_Loewe=-17.1, Synergy_HSA=-1.04. (5) Drug 1: C1CCN(CC1)CCOC2=CC=C(C=C2)C(=O)C3=C(SC4=C3C=CC(=C4)O)C5=CC=C(C=C5)O. Drug 2: C1=NC2=C(N=C(N=C2N1C3C(C(C(O3)CO)O)O)F)N. Cell line: SR. Synergy scores: CSS=-3.43, Synergy_ZIP=-0.0631, Synergy_Bliss=-3.93, Synergy_Loewe=-4.48, Synergy_HSA=-5.46. (6) Drug 1: COC1=CC(=CC(=C1O)OC)C2C3C(COC3=O)C(C4=CC5=C(C=C24)OCO5)OC6C(C(C7C(O6)COC(O7)C8=CC=CS8)O)O. Drug 2: C(CCl)NC(=O)N(CCCl)N=O. Cell line: TK-10. Synergy scores: CSS=27.0, Synergy_ZIP=-0.350, Synergy_Bliss=4.56, Synergy_Loewe=-16.7, Synergy_HSA=1.96.